Dataset: Full USPTO retrosynthesis dataset with 1.9M reactions from patents (1976-2016). Task: Predict the reactants needed to synthesize the given product. (1) Given the product [Br:1][C:2]1[CH:7]=[CH:6][C:5]([CH:8]([O:12][CH3:13])[C:9]([NH:22][CH2:21][C:20]2[CH:23]=[CH:24][C:17]([C:16]#[N:15])=[CH:18][CH:19]=2)=[O:11])=[C:4]([F:14])[CH:3]=1, predict the reactants needed to synthesize it. The reactants are: [Br:1][C:2]1[CH:7]=[CH:6][C:5]([CH:8]([O:12][CH3:13])[C:9]([OH:11])=O)=[C:4]([F:14])[CH:3]=1.[NH2:15][CH2:16][C:17]1[CH:24]=[CH:23][C:20]([C:21]#[N:22])=[CH:19][CH:18]=1. (2) Given the product [Br:15][C:16]1[C:21]([CH3:22])=[C:20]([CH3:23])[C:19]2[CH:2]([C:6]3[CH:11]=[CH:10][C:9]([CH:12]([CH3:14])[CH3:13])=[CH:8][CH:7]=3)[C:3](=[O:4])[O:5][C:18]=2[C:17]=1[CH3:25], predict the reactants needed to synthesize it. The reactants are: O[CH:2]([C:6]1[CH:11]=[CH:10][C:9]([CH:12]([CH3:14])[CH3:13])=[CH:8][CH:7]=1)[C:3]([OH:5])=[O:4].[Br:15][C:16]1[C:17]([CH3:25])=[C:18](O)[CH:19]=[C:20]([CH3:23])[C:21]=1[CH3:22].S(=O)(=O)(O)O. (3) Given the product [Cl:1][C:2]1[CH:7]=[CH:6][CH:5]=[CH:4][C:3]=1[C:8]1[C:13]([OH:14])=[CH:12][CH:11]=[CH:10][C:9]=1[F:16], predict the reactants needed to synthesize it. The reactants are: [Cl:1][C:2]1[CH:7]=[CH:6][CH:5]=[CH:4][C:3]=1[C:8]1[C:13]([O:14]C)=[CH:12][CH:11]=[CH:10][C:9]=1[F:16]. (4) Given the product [Cl:29][C:30]1[CH:31]=[C:32]([C:36]2[C:44]([C:45]([NH2:47])=[O:46])=[C:39]3[CH2:40][N:41]([C:51]([NH:49][C:4]4([CH2:9][F:10])[CH2:3][C:2]([F:1])([F:11])[CH2:5]4)=[O:52])[CH2:42][CH2:43][N:38]3[N:37]=2)[CH:33]=[CH:34][CH:35]=1, predict the reactants needed to synthesize it. The reactants are: [F:1][C:2]1([F:11])[CH2:5][C:4]([CH2:9][F:10])(C(O)=O)[CH2:3]1.C1C=CC(P(N=[N+]=[N-])(C2C=CC=CC=2)=O)=CC=1.[Cl:29][C:30]1[CH:31]=[C:32]([C:36]2[C:44]([C:45]([NH2:47])=[O:46])=[C:39]3[CH2:40][NH:41][CH2:42][CH2:43][N:38]3[N:37]=2)[CH:33]=[CH:34][CH:35]=1.C[N:49]([CH:51]=[O:52])C. (5) Given the product [C:16]([C:18]1[CH:12]([C:9]2[CH:10]=[CH:11][C:2]([F:1])=[C:3]3[C:8]=2[O:7][C:6]([CH3:14])=[CH:5][C:4]3=[O:15])[C:25]([C:26]([O:28][CH3:29])=[O:27])=[C:24]([CH3:30])[NH:23][C:19]=1[CH3:20])#[N:17], predict the reactants needed to synthesize it. The reactants are: [F:1][C:2]1[CH:11]=[CH:10][C:9]([CH:12]=O)=[C:8]2[C:3]=1[C:4](=[O:15])[CH:5]=[C:6]([CH3:14])[O:7]2.[C:16]([CH:18]=[C:19]([O-])[CH3:20])#[N:17].[Na+].[NH2:23]/[C:24](/[CH3:30])=[CH:25]\[C:26]([O:28][CH3:29])=[O:27].C(O)(=O)C. (6) Given the product [OH:19][C:20]1[CH:26]=[CH:25][CH:24]=[C:23]([CH3:27])[C:21]=1[NH:22][C:2]1[CH:17]=[C:6]2[C:7]3[C:12]([CH2:13][CH2:14][N:5]2[C:4](=[O:18])[N:3]=1)=[CH:11][C:10]([O:15][CH3:16])=[CH:9][CH:8]=3, predict the reactants needed to synthesize it. The reactants are: Cl[C:2]1[CH:17]=[C:6]2[C:7]3[C:12]([CH2:13][CH2:14][N:5]2[C:4](=[O:18])[N:3]=1)=[CH:11][C:10]([O:15][CH3:16])=[CH:9][CH:8]=3.[OH:19][C:20]1[CH:26]=[CH:25][CH:24]=[C:23]([CH3:27])[C:21]=1[NH2:22]. (7) Given the product [CH3:17][OH:18].[NH4+:2].[OH-:18].[CH3:30][O:29][C:25]1[CH:24]=[C:23]2[C:28]([C:19]([O:18][CH2:17][C:14]3[N:12]4[N:13]=[C:8]([C:5]#[C:4][CH2:3][N:2]([CH3:6])[CH3:1])[CH:9]=[CH:10][C:11]4=[N:16][N:15]=3)=[CH:20][CH:21]=[N:22]2)=[CH:27][CH:26]=1, predict the reactants needed to synthesize it. The reactants are: [CH3:1][N:2]([CH3:6])[CH2:3][C:4]#[CH:5].Cl[C:8]1[CH:9]=[CH:10][C:11]2[N:12]([C:14]([CH2:17][O:18][C:19]3[C:28]4[C:23](=[CH:24][C:25]([O:29][CH3:30])=[CH:26][CH:27]=4)[N:22]=[CH:21][CH:20]=3)=[N:15][N:16]=2)[N:13]=1.C(N(CC)CC)C. (8) Given the product [Cl:20][O:6][N:5]=[CH:4][C:3]1[CH:7]=[C:8]([Cl:12])[CH:9]=[CH:10][C:2]=1[Cl:1], predict the reactants needed to synthesize it. The reactants are: [Cl:1][C:2]1[CH:10]=[CH:9][CH:8]=[C:7](Cl)[C:3]=1[CH:4]=[N:5][OH:6].[Cl:12]N1C(=O)CCC1=O.[ClH:20].